Dataset: Forward reaction prediction with 1.9M reactions from USPTO patents (1976-2016). Task: Predict the product of the given reaction. (1) Given the reactants [CH2:1]([C:3]([C:21]1[CH:31]=[CH:30][C:24]([O:25][CH2:26][C:27](O)=[O:28])=[C:23]([CH3:32])[CH:22]=1)([C:6]1[CH:11]=[CH:10][C:9]([CH:12]=[CH:13][C:14]([CH2:18][CH3:19])([OH:17])[CH2:15][CH3:16])=[C:8]([CH3:20])[CH:7]=1)[CH2:4][CH3:5])[CH3:2].C(N(CC)CC)C.[CH2:40]([CH2:42][NH2:43])[OH:41].CCN=C=NCCCN(C)C.Cl.C1C=C2N=NN(O)C2=CC=1.O, predict the reaction product. The product is: [CH2:4]([C:3]([C:21]1[CH:31]=[CH:30][C:24]([O:25][CH2:26][C:27]([NH:43][CH2:42][CH2:40][OH:41])=[O:28])=[C:23]([CH3:32])[CH:22]=1)([C:6]1[CH:11]=[CH:10][C:9](/[CH:12]=[CH:13]/[C:14]([CH2:18][CH3:19])([OH:17])[CH2:15][CH3:16])=[C:8]([CH3:20])[CH:7]=1)[CH2:1][CH3:2])[CH3:5]. (2) Given the reactants [S:1]1[C:5]2[CH:6]=[CH:7][CH:8]=[CH:9][C:4]=2[C:3](=[O:10])[NH:2]1.[N-:11]=[C:12]=[O:13], predict the reaction product. The product is: [CH3:3][CH:4]([CH3:9])[CH2:5][CH2:6][CH2:7][CH2:8][NH:11][C:12]([N:2]1[C:3](=[O:10])[C:4]2[CH:9]=[CH:8][CH:7]=[CH:6][C:5]=2[S:1]1)=[O:13]. (3) Given the reactants [OH:1][C:2]1[CH:6]=[C:5]([C:7]([O:9][CH3:10])=[O:8])[N:4]([C:11]2[CH:16]=[CH:15][CH:14]=[CH:13][CH:12]=2)[N:3]=1.[CH2:17](Br)[C:18]1[CH:23]=[CH:22][CH:21]=[CH:20][CH:19]=1.C([O-])([O-])=O.[K+].[K+], predict the reaction product. The product is: [CH2:17]([O:1][C:2]1[CH:6]=[C:5]([C:7]([O:9][CH3:10])=[O:8])[N:4]([C:11]2[CH:16]=[CH:15][CH:14]=[CH:13][CH:12]=2)[N:3]=1)[C:18]1[CH:23]=[CH:22][CH:21]=[CH:20][CH:19]=1.